Dataset: Full USPTO retrosynthesis dataset with 1.9M reactions from patents (1976-2016). Task: Predict the reactants needed to synthesize the given product. (1) Given the product [O:12]1[CH2:14][CH:11]1[C:9]1[CH:8]=[CH:7][C:6]2[O:1][CH2:2][CH2:3][O:4][C:5]=2[CH:10]=1, predict the reactants needed to synthesize it. The reactants are: [O:1]1[C:6]2[CH:7]=[CH:8][C:9]([CH:11]=[O:12])=[CH:10][C:5]=2[O:4][CH2:3][CH2:2]1.[I-].[CH3:14][S+](C)C.[OH-].[K+].O. (2) Given the product [N+:17]([C:20]1[CH:21]=[C:22]([N:26]2[C:35]3[C:30](=[CH:31][CH:32]=[CH:33][N:34]=3)[CH:29]=[C:28]([CH2:36][CH:5]([C:6]([O:8][CH2:9][CH3:10])=[O:7])[C:4](=[O:3])[C:11]3[CH:16]=[CH:15][N:14]=[CH:13][CH:12]=3)[C:27]2=[O:38])[CH:23]=[CH:24][CH:25]=1)([O-:19])=[O:18], predict the reactants needed to synthesize it. The reactants are: [H-].[Na+].[O:3]=[C:4]([C:11]1[CH:16]=[CH:15][N:14]=[CH:13][CH:12]=1)[CH2:5][C:6]([O:8][CH2:9][CH3:10])=[O:7].[N+:17]([C:20]1[CH:21]=[C:22]([N:26]2[C:35]3[C:30](=[CH:31][CH:32]=[CH:33][N:34]=3)[CH:29]=[C:28]([CH2:36]Br)[C:27]2=[O:38])[CH:23]=[CH:24][CH:25]=1)([O-:19])=[O:18].O.